Dataset: CYP2C9 inhibition data for predicting drug metabolism from PubChem BioAssay. Task: Regression/Classification. Given a drug SMILES string, predict its absorption, distribution, metabolism, or excretion properties. Task type varies by dataset: regression for continuous measurements (e.g., permeability, clearance, half-life) or binary classification for categorical outcomes (e.g., BBB penetration, CYP inhibition). Dataset: cyp2c9_veith. (1) The compound is O=C(c1cccc(F)c1)N1CCC2(CCCN(c3ccccc3)C2)CC1. The result is 1 (inhibitor). (2) The compound is CC(=O)c1cc2c(cc1N/C=C\c1nnnn1-c1ccc(Br)cc1)OCO2. The result is 1 (inhibitor). (3) The compound is Nc1nc(N)c(CCCCc2ccccc2)c(N)n1. The result is 0 (non-inhibitor). (4) The compound is CCc1ccc(N/C(SCc2ccccc2C)=C(/C#N)C(=O)NCc2ccco2)cc1. The result is 1 (inhibitor). (5) The compound is O=S1(=O)CCN(CCc2cn(Cc3ccc(F)cc3)c3ccccc23)CC1. The result is 0 (non-inhibitor). (6) The drug is O=C1[C@H]2CC[C@@H]3/C(=N\OC[C@@H](O)COCc4ccco4)C[C@@H](O)[C@@H](O)[C@@H]3[C@@H]2C(=O)N1Cc1ccccc1. The result is 0 (non-inhibitor).